Dataset: Full USPTO retrosynthesis dataset with 1.9M reactions from patents (1976-2016). Task: Predict the reactants needed to synthesize the given product. Given the product [Br:1][C:2]1[CH:11]=[C:10]2[C:5]([CH:6]=[C:7]([C:13]3[N:25]=[C:19]4[C:18]([F:17])=[CH:23][C:22]([CH3:26])=[CH:21][N:20]4[CH:14]=3)[C:8](=[O:12])[O:9]2)=[CH:4][CH:3]=1, predict the reactants needed to synthesize it. The reactants are: [Br:1][C:2]1[CH:11]=[C:10]2[C:5]([CH:6]=[C:7]([C:13](=O)[CH2:14]Br)[C:8](=[O:12])[O:9]2)=[CH:4][CH:3]=1.[F:17][C:18]1[C:19]([NH2:25])=[N:20][CH:21]=[C:22](F)[CH:23]=1.[CH:26](Cl)(Cl)Cl.